Predict the reaction yield, written as a fraction of the theoretical maximum amount of product (1.0 means a 100% yield; for example, 0.34 means a 34% yield). From a dataset of Reaction yield outcomes from USPTO patents with 853,638 reactions. (1) The reactants are [Cl:1][C:2]1[CH:3]=[C:4]([N:9]2[CH:13]=[C:12]([CH2:14][OH:15])[N:11]=[CH:10]2)[CH:5]=[CH:6][C:7]=1[Cl:8]. The catalyst is C1COCC1.O.[O-2].[Mn+4].[O-2]. The product is [Cl:1][C:2]1[CH:3]=[C:4]([N:9]2[CH:13]=[C:12]([CH:14]=[O:15])[N:11]=[CH:10]2)[CH:5]=[CH:6][C:7]=1[Cl:8]. The yield is 0.250. (2) The reactants are Cl.[O:2]1[C:6]2[CH:7]=[CH:8][C:9]([C:11]3[N:12]=[C:13]([C:22]4[CH:30]=[CH:29][C:25]([C:26](Cl)=[O:27])=[CH:24][CH:23]=4)[NH:14][C:15]=3[C:16]3[CH:21]=[CH:20][CH:19]=[CH:18][N:17]=3)=[CH:10][C:5]=2[O:4][CH2:3]1.Cl.C[NH:33][O:34][CH3:35].C(N(CC)CC)C. The catalyst is ClCCl. The product is [O:2]1[C:6]2[CH:7]=[CH:8][C:9]([C:11]3[N:12]=[C:13]([C:22]4[CH:30]=[CH:29][C:25]([C:26]([NH:33][O:34][CH3:35])=[O:27])=[CH:24][CH:23]=4)[NH:14][C:15]=3[C:16]3[CH:21]=[CH:20][CH:19]=[CH:18][N:17]=3)=[CH:10][C:5]=2[O:4][CH2:3]1. The yield is 0.0400. (3) The reactants are [NH2:1][C:2]1[N:3]([CH:18]2[CH2:22][CH2:21][CH2:20][CH2:19]2)[C:4]2[C:9]([C:10](=[O:16])[C:11]=1[C:12]([NH:14][CH3:15])=[O:13])=[CH:8][CH:7]=[C:6](Cl)[N:5]=2.[CH3:23][C:24]([OH:29])([C:27]#[CH:28])[CH2:25][OH:26].CN(C)C=O. The catalyst is [Cu]I.C1C=CC(P(C2C=CC=CC=2)C2C=CC=CC=2)=CC=1.C1C=CC(P(C2C=CC=CC=2)C2C=CC=CC=2)=CC=1.Cl[Pd]Cl.C(N(CC)CC)C. The product is [NH2:1][C:2]1[N:3]([CH:18]2[CH2:22][CH2:21][CH2:20][CH2:19]2)[C:4]2[C:9]([C:10](=[O:16])[C:11]=1[C:12]([NH:14][CH3:15])=[O:13])=[CH:8][CH:7]=[C:6]([C:28]#[C:27][C:24]([OH:29])([CH3:23])[CH2:25][OH:26])[N:5]=2. The yield is 0.420.